Dataset: Peptide-MHC class I binding affinity with 185,985 pairs from IEDB/IMGT. Task: Regression. Given a peptide amino acid sequence and an MHC pseudo amino acid sequence, predict their binding affinity value. This is MHC class I binding data. (1) The peptide sequence is LLKPGGVQW. The MHC is HLA-B27:05 with pseudo-sequence HLA-B27:05. The binding affinity (normalized) is 0.0847. (2) The peptide sequence is APRTLVYLL. The MHC is HLA-A24:02 with pseudo-sequence HLA-A24:02. The binding affinity (normalized) is 0.0223. (3) The peptide sequence is IPRACQKSL. The MHC is HLA-A02:16 with pseudo-sequence HLA-A02:16. The binding affinity (normalized) is 0.0847. (4) The peptide sequence is RVYLQGHGY. The MHC is HLA-A26:03 with pseudo-sequence HLA-A26:03. The binding affinity (normalized) is 0.0847. (5) The binding affinity (normalized) is 0.0847. The MHC is HLA-B15:09 with pseudo-sequence HLA-B15:09. The peptide sequence is EVFEIIRSY. (6) The peptide sequence is QLDQRRALL. The MHC is HLA-A02:16 with pseudo-sequence HLA-A02:16. The binding affinity (normalized) is 0.0847. (7) The peptide sequence is NVYADSFVVK. The MHC is HLA-A03:01 with pseudo-sequence HLA-A03:01. The binding affinity (normalized) is 0.599. (8) The peptide sequence is QKCGELLEFH. The MHC is HLA-A68:01 with pseudo-sequence HLA-A68:01. The binding affinity (normalized) is 0.